From a dataset of Full USPTO retrosynthesis dataset with 1.9M reactions from patents (1976-2016). Predict the reactants needed to synthesize the given product. (1) Given the product [Cl:1][C:2]1[C:7]([N+:8]([O-:10])=[O:9])=[C:6]([NH:11][C:18](=[O:19])[O:17][C:14]([CH3:16])([CH3:15])[CH3:13])[CH:5]=[C:4]([Cl:12])[N:3]=1, predict the reactants needed to synthesize it. The reactants are: [Cl:1][C:2]1[C:7]([N+:8]([O-:10])=[O:9])=[C:6]([NH2:11])[CH:5]=[C:4]([Cl:12])[N:3]=1.[CH3:13][C:14]([O:17][C:18](O[C:18]([O:17][C:14]([CH3:16])([CH3:15])[CH3:13])=[O:19])=[O:19])([CH3:16])[CH3:15].C[Si]([N-][Si](C)(C)C)(C)C.[Na+]. (2) Given the product [C:1]([C:4]1[C:12]2[C:7](=[CH:8][CH:9]=[C:10]([NH2:13])[CH:11]=2)[NH:6][CH:5]=1)(=[O:3])[CH3:2], predict the reactants needed to synthesize it. The reactants are: [C:1]([C:4]1[C:12]2[C:7](=[CH:8][CH:9]=[C:10]([N+:13]([O-])=O)[CH:11]=2)[NH:6][CH:5]=1)(=[O:3])[CH3:2].NN. (3) Given the product [F:1][C:2]1[C:7]([C:8]#[N:9])=[C:6]([CH3:10])[C:5]([CH2:11][CH2:12][N:18]2[CH2:17][CH2:16][N:15]([C:21](=[O:34])[CH2:22][C:23]3[CH:24]=[CH:25][C:26]([N:29]4[CH:33]=[N:32][N:31]=[N:30]4)=[CH:27][CH:28]=3)[CH2:20][CH2:19]2)=[CH:4][CH:3]=1, predict the reactants needed to synthesize it. The reactants are: [F:1][C:2]1[C:7]([C:8]#[N:9])=[C:6]([CH3:10])[C:5]([CH2:11][CH:12]=O)=[CH:4][CH:3]=1.Cl.[N:15]1([C:21](=[O:34])[CH2:22][C:23]2[CH:28]=[CH:27][C:26]([N:29]3[CH:33]=[N:32][N:31]=[N:30]3)=[CH:25][CH:24]=2)[CH2:20][CH2:19][NH:18][CH2:17][CH2:16]1.N1ON=C2C=C(CCN3CCN(C(=O)CC4C=CC(N5C=NN=N5)=CC=4)CC3)C=CC=12. (4) Given the product [Br-:10].[NH2:38][N:39]1[CH2:43][NH+:42]([CH2:9][C:8]2[CH:7]=[C:6]([C:3]([CH3:5])([C:1]#[N:2])[CH3:4])[CH:13]=[C:12]([C:14]([C:16]#[N:17])([CH3:18])[CH3:15])[CH:11]=2)[N:41]=[CH:40]1, predict the reactants needed to synthesize it. The reactants are: [C:1]([C:3]([C:6]1[CH:7]=[C:8]([CH:11]=[C:12]([C:14]([CH3:18])([C:16]#[N:17])[CH3:15])[CH:13]=1)[CH2:9][Br:10])([CH3:5])[CH3:4])#[N:2].C(C(C1C=C(C(Br)Br)C=C(C(C)(C#N)C)C=1)(C)C)#N.[NH2:38][N:39]1[CH:43]=[N:42][N:41]=[CH:40]1.